From a dataset of Reaction yield outcomes from USPTO patents with 853,638 reactions. Predict the reaction yield, written as a fraction of the theoretical maximum amount of product (1.0 means a 100% yield; for example, 0.34 means a 34% yield). (1) The product is [CH3:21][C:22]1[O:9][C:8]([C:10]2[CH:15]=[CH:14][C:13]([O:16][C:17]([F:20])([F:19])[F:18])=[CH:12][CH:11]=2)=[CH:7][N:5]=1. The reactants are [Cl-].[Al+3].[Cl-].[Cl-].[N+:5](=[CH:7][C:8]([C:10]1[CH:15]=[CH:14][C:13]([O:16][C:17]([F:20])([F:19])[F:18])=[CH:12][CH:11]=1)=[O:9])=[N-].[CH3:21][CH2:22]OCC. The yield is 0.780. The catalyst is C(#N)C. (2) The reactants are [F:1][C:2]1([F:30])[CH2:7][CH2:6][N:5]([C:8]([C:10]2[NH:11][C:12]3[C:17]([CH:18]=2)=[CH:16][C:15]([C:19]([N:21]2[CH2:26][CH2:25][N:24]([CH:27]([CH3:29])[CH3:28])[CH2:23][CH2:22]2)=[O:20])=[CH:14][CH:13]=3)=[O:9])[CH2:4][CH2:3]1.[CH3:31][O:32][C:33]([C:35]1[CH:40]=[CH:39][C:38](B(O)O)=[CH:37][CH:36]=1)=[O:34].N1C=CC=CC=1. The catalyst is ClCCl.C([O-])(=O)C.[Cu+2].C([O-])(=O)C. The product is [CH3:31][O:32][C:33](=[O:34])[C:35]1[CH:40]=[CH:39][C:38]([N:11]2[C:12]3[C:17](=[CH:16][C:15]([C:19]([N:21]4[CH2:22][CH2:23][N:24]([CH:27]([CH3:28])[CH3:29])[CH2:25][CH2:26]4)=[O:20])=[CH:14][CH:13]=3)[CH:18]=[C:10]2[C:8]([N:5]2[CH2:6][CH2:7][C:2]([F:1])([F:30])[CH2:3][CH2:4]2)=[O:9])=[CH:37][CH:36]=1. The yield is 0.400. (3) The reactants are C(N(CC)CC)C.Cl.[NH2:9][CH2:10][C:11]1[CH:19]=[CH:18][CH:17]=[C:16]2[C:12]=1[CH2:13][N:14]([CH:21]1[CH2:26][CH2:25][C:24](=[O:27])[NH:23][C:22]1=[O:28])[C:15]2=[O:20].[Cl:29][C:30]1[CH:31]=[C:32]([CH:36]=[CH:37][C:38]=1[Cl:39])[C:33](Cl)=[O:34]. The catalyst is C1COCC1. The product is [Cl:29][C:30]1[CH:31]=[C:32]([CH:36]=[CH:37][C:38]=1[Cl:39])[C:33]([NH:9][CH2:10][C:11]1[CH:19]=[CH:18][CH:17]=[C:16]2[C:12]=1[CH2:13][N:14]([CH:21]1[CH2:26][CH2:25][C:24](=[O:27])[NH:23][C:22]1=[O:28])[C:15]2=[O:20])=[O:34]. The yield is 0.620. (4) The reactants are [C:1]([O:5][C:6]([N:8]1[C:16]2[C:11](=[CH:12][CH:13]=[C:14]([Cl:17])[CH:15]=2)/[C:10](=[CH:18]/[C:19]2[CH:24]=[CH:23][CH:22]=[C:21]([Cl:25])[CH:20]=2)/[C:9]1=[O:26])=[O:7])([CH3:4])([CH3:3])[CH3:2].[CH3:27][C:28]1[CH:33]=[CH:32][CH:31]=[CH:30][C:29]=1[CH:34]=[N:35][C:36]([O:38][Si](C)(C)C)=[CH2:37]. The catalyst is C1(C)C=CC=CC=1. The product is [C:1]([O:5][C:6]([N:8]1[C:16]2[C:11](=[CH:12][CH:13]=[C:14]([Cl:17])[CH:15]=2)[C:10]2([CH:18]([C:19]3[CH:24]=[CH:23][CH:22]=[C:21]([Cl:25])[CH:20]=3)[CH2:37][C:36](=[O:38])[NH:35][CH:34]2[C:29]2[CH:30]=[CH:31][CH:32]=[CH:33][C:28]=2[CH3:27])[C:9]1=[O:26])=[O:7])([CH3:4])([CH3:2])[CH3:3]. The yield is 0.650. (5) The reactants are [I:1][C:2]1[N:3]=[CH:4][N:5]([CH2:7][C:8]([CH3:11])([OH:10])[CH3:9])[CH:6]=1.O([Si:20]([C:23]([CH3:26])([CH3:25])[CH3:24])([CH3:22])[CH3:21])S(C(F)(F)F)(=O)=O. The catalyst is N1C(C)=CC=CC=1C. The product is [Si:20]([O:10][C:8]([CH3:11])([CH3:9])[CH2:7][N:5]1[CH:6]=[C:2]([I:1])[N:3]=[CH:4]1)([C:23]([CH3:26])([CH3:25])[CH3:24])([CH3:22])[CH3:21]. The yield is 0.740. (6) The reactants are [Cl:1][C:2]1[N:3]=[C:4]([C:9]([NH:11][C@H:12]2[CH2:17][CH2:16][N:15]([C:18]3[S:19][C:20]([C:26]([O:28][CH2:29][CH3:30])=[O:27])=[C:21]([C:23](O)=[O:24])[N:22]=3)[CH2:14][C@H:13]2[O:31][CH3:32])=[O:10])[NH:5][C:6]=1[CH2:7][CH3:8].[CH3:33][N:34]([CH3:38])[CH2:35][CH2:36][NH2:37].CCN=C=NCCCN(C)C.Cl.C1C=CC2N(O)N=NC=2C=1. No catalyst specified. The product is [Cl:1][C:2]1[N:3]=[C:4]([C:9]([NH:11][C@H:12]2[CH2:17][CH2:16][N:15]([C:18]3[S:19][C:20]([C:26]([O:28][CH2:29][CH3:30])=[O:27])=[C:21]([C:23](=[O:24])[NH:37][CH2:36][CH2:35][N:34]([CH3:38])[CH3:33])[N:22]=3)[CH2:14][C@H:13]2[O:31][CH3:32])=[O:10])[NH:5][C:6]=1[CH2:7][CH3:8]. The yield is 0.830.